Dataset: Peptide-MHC class I binding affinity with 185,985 pairs from IEDB/IMGT. Task: Regression. Given a peptide amino acid sequence and an MHC pseudo amino acid sequence, predict their binding affinity value. This is MHC class I binding data. (1) The peptide sequence is FPNITNLCPF. The MHC is HLA-B51:01 with pseudo-sequence HLA-B51:01. The binding affinity (normalized) is 0.830. (2) The peptide sequence is AYIDNFNKF. The MHC is Patr-A0701 with pseudo-sequence Patr-A0701. The binding affinity (normalized) is 0.845. (3) The peptide sequence is YMDLSYHGV. The MHC is HLA-A02:01 with pseudo-sequence HLA-A02:01. The binding affinity (normalized) is 0.995. (4) The peptide sequence is CLWPKTHTL. The MHC is HLA-B08:01 with pseudo-sequence HLA-B08:01. The binding affinity (normalized) is 0.838. (5) The peptide sequence is TAVAPSMTM. The MHC is H-2-Kb with pseudo-sequence H-2-Kb. The binding affinity (normalized) is 0.405.